From a dataset of Catalyst prediction with 721,799 reactions and 888 catalyst types from USPTO. Predict which catalyst facilitates the given reaction. (1) Reactant: [CH3:1][C:2]([CH3:24])([CH3:23])[CH2:3][N:4]1[C:8]2[N:9]=[C:10]([C:13]#[N:14])[N:11]=[CH:12][C:7]=2[CH:6]=[C:5]1[CH2:15][N:16]1[CH2:21][CH2:20][C:19](=O)[CH2:18][CH2:17]1.N1C=CC=CC=1.[OH:31][NH2:32]. Product: [CH3:1][C:2]([CH3:24])([CH3:23])[CH2:3][N:4]1[C:8]2[N:9]=[C:10]([C:13]#[N:14])[N:11]=[CH:12][C:7]=2[CH:6]=[C:5]1[CH2:15][N:16]1[CH2:21][CH2:20][C:19](=[N:32][OH:31])[CH2:18][CH2:17]1. The catalyst class is: 2. (2) Reactant: [N+:1]([C:4]1[CH:8]=[CH:7][NH:6][CH:5]=1)([O-:3])=[O:2].[Br:9]N1C(C)(C)C(=O)N(Br)C1=O. Product: [Br:9][C:7]1[NH:6][CH:5]=[C:4]([N+:1]([O-:3])=[O:2])[CH:8]=1. The catalyst class is: 7.